Dataset: Full USPTO retrosynthesis dataset with 1.9M reactions from patents (1976-2016). Task: Predict the reactants needed to synthesize the given product. (1) Given the product [CH:1]1([C:4]2[CH:9]=[CH:8][CH:7]=[CH:6][C:5]=2[NH:10][C:11]([NH2:13])=[S:12])[CH2:2][CH2:3]1, predict the reactants needed to synthesize it. The reactants are: [CH:1]1([C:4]2[CH:9]=[CH:8][CH:7]=[CH:6][C:5]=2[NH:10][C:11]([NH:13]C(=O)C2C=CC=CC=2)=[S:12])[CH2:3][CH2:2]1.[OH-].[Na+].Cl. (2) Given the product [CH3:30][O:29][NH:31][C:3]([CH:5]1[O:9][C:8](=[O:10])[N:7]([C:11]2[CH:16]=[C:15]([F:17])[C:14]([N:18]3[CH2:24][CH2:23][CH2:22][S:21](=[O:25])(=[O:26])[CH2:20][CH2:19]3)=[C:13]([F:27])[CH:12]=2)[CH2:6]1)=[O:4], predict the reactants needed to synthesize it. The reactants are: CO[C:3]([CH:5]1[O:9][C:8](=[O:10])[N:7]([C:11]2[CH:16]=[C:15]([F:17])[C:14]([N:18]3[CH2:24][CH2:23][CH2:22][S:21](=[O:26])(=[O:25])[CH2:20][CH2:19]3)=[C:13]([F:27])[CH:12]=2)[CH2:6]1)=[O:4].Cl.[O:29]([NH2:31])[CH3:30].C(N(CC)CC)C. (3) The reactants are: [O:1]=[C:2]1[NH:8][CH2:7][CH2:6][CH:5]([C:9]([O:11][CH2:12][CH3:13])=[O:10])[CH2:4][CH2:3]1.Br[CH:15]([CH2:23][CH3:24])[C:16]([O:18][C:19]([CH3:22])([CH3:21])[CH3:20])=[O:17].[H-].[Na+]. Given the product [C:19]([O:18][C:16]([CH:15]([N:8]1[C:2](=[O:1])[CH2:3][CH2:4][CH:5]([C:9]([O:11][CH2:12][CH3:13])=[O:10])[CH2:6][CH2:7]1)[CH2:23][CH3:24])=[O:17])([CH3:22])([CH3:21])[CH3:20], predict the reactants needed to synthesize it. (4) Given the product [Cl:24][C:25]1[C:26]([O:35][CH2:36][C:37]2([C:41]([F:42])([F:43])[F:44])[CH2:40][CH2:39][CH2:38]2)=[CH:27][C:28]([F:34])=[C:29]([CH:33]=1)[C:30]([O:32][C:6]([CH3:10])([CH3:7])[CH3:5])=[O:31], predict the reactants needed to synthesize it. The reactants are: ClC1C(OC2C3CC4CC(Cl)(CC2C4)C3)=C[C:5](F)=[C:6]([CH:10]=1)[C:7](O)=O.[Cl:24][C:25]1[C:26]([O:35][CH2:36][C:37]2([C:41]([F:44])([F:43])[F:42])[CH2:40][CH2:39][CH2:38]2)=[CH:27][C:28]([F:34])=[C:29]([CH:33]=1)[C:30]([OH:32])=[O:31]. (5) Given the product [Na+:43].[F:21][C:18]1[CH:19]=[CH:20][C:15]([C:14]2[C:13]([C:22]3[CH:27]=[CH:26][CH:25]=[CH:24][CH:23]=3)=[C:12]([C:28](=[O:31])[NH:29][CH3:30])[N:11]([CH:32]([CH3:34])[CH3:33])[C:10]=2[CH2:9][CH2:8][C@@H:7]([OH:35])[CH2:6][C@@H:5]([OH:36])[CH2:4][C:3]([O-:37])=[O:2])=[CH:16][CH:17]=1, predict the reactants needed to synthesize it. The reactants are: C[O:2][C:3](=[O:37])[CH2:4][C@H:5]([OH:36])[CH2:6][C@H:7]([OH:35])[CH2:8][CH2:9][C:10]1[N:11]([CH:32]([CH3:34])[CH3:33])[C:12]([C:28](=[O:31])[NH:29][CH3:30])=[C:13]([C:22]2[CH:27]=[CH:26][CH:25]=[CH:24][CH:23]=2)[C:14]=1[C:15]1[CH:20]=[CH:19][C:18]([F:21])=[CH:17][CH:16]=1.C(O)C.O.[OH-].[Na+:43]. (6) Given the product [Cl:1][C:2]1[CH:11]=[C:10]([O:12][CH2:13][CH3:14])[C:9]([N:15]2[CH:19]=[CH:18][CH:17]=[N:16]2)=[CH:8][C:3]=1[C:4]([NH2:20])=[O:5], predict the reactants needed to synthesize it. The reactants are: [Cl:1][C:2]1[CH:11]=[C:10]([O:12][CH2:13][CH3:14])[C:9]([N:15]2[CH:19]=[CH:18][CH:17]=[N:16]2)=[CH:8][C:3]=1[C:4](OC)=[O:5].[NH3:20]. (7) Given the product [N:3]12[CH2:11][CH2:10][CH:7]([CH2:8][CH2:9]1)[NH:6][CH2:5][CH2:4]2, predict the reactants needed to synthesize it. The reactants are: Cl.Cl.[N:3]12[CH2:11][CH2:10][CH:7]([CH2:8][CH2:9]1)[NH:6][CH2:5][CH2:4]2.O.[OH-].[Na+].